This data is from Reaction yield outcomes from USPTO patents with 853,638 reactions. The task is: Predict the reaction yield, written as a fraction of the theoretical maximum amount of product (1.0 means a 100% yield; for example, 0.34 means a 34% yield). (1) The reactants are [Cl:1][C:2]([F:11])([F:10])[C:3](=O)/[CH:4]=[CH:5]/OCC.C[N:13](C)[CH:14]=[CH:15][C:16]#[N:17].C([O-])(=O)C.[NH4+].O. The catalyst is C1(C)C=CC=CC=1. The product is [Cl:1][C:2]([F:10])([F:11])[C:3]1[CH:4]=[CH:5][C:15]([C:16]#[N:17])=[CH:14][N:13]=1. The yield is 0.410. (2) The reactants are Br[C:2]1[CH:7]=[CH:6][C:5]([C:8]([CH3:11])([CH3:10])[CH3:9])=[CH:4][CH:3]=1.[NH2:12][C:13]1[CH:18]=[CH:17][CH:16]=[CH:15][CH:14]=1.CC([O-])(C)C.[Na+]. The catalyst is C1(C)C=CC=CC=1.N#N.C1C=CC(P(C2C=CC=CC=2)[C-]2C=CC=C2)=CC=1.C1C=CC(P(C2C=CC=CC=2)[C-]2C=CC=C2)=CC=1.[Fe+2].CC([O-])=O.CC([O-])=O.[Pd+2]. The product is [C:8]([C:5]1[CH:6]=[CH:7][C:2]([NH:12][C:13]2[CH:18]=[CH:17][CH:16]=[CH:15][CH:14]=2)=[CH:3][CH:4]=1)([CH3:11])([CH3:10])[CH3:9]. The yield is 0.990. (3) The reactants are C([O:3][C:4](=O)[C@:5]([O:11][CH2:12][C:13]([C:28]1[C:33]([F:34])=[CH:32][CH:31]=[C:30]([Br:35])[N:29]=1)([NH:15][S:16]([C:19]1[CH:24]=[CH:23][CH:22]=[CH:21][C:20]=1[N+:25]([O-:27])=[O:26])(=[O:18])=[O:17])[CH3:14])([CH3:10])[C:6]([F:9])([F:8])[F:7])C.CO.[NH3:39]. No catalyst specified. The product is [Br:35][C:30]1[N:29]=[C:28]([C:13]([NH:15][S:16]([C:19]2[CH:24]=[CH:23][CH:22]=[CH:21][C:20]=2[N+:25]([O-:27])=[O:26])(=[O:17])=[O:18])([CH3:14])[CH2:12][O:11][C@@:5]([CH3:10])([C:6]([F:9])([F:8])[F:7])[C:4]([NH2:39])=[O:3])[C:33]([F:34])=[CH:32][CH:31]=1. The yield is 0.730. (4) The reactants are [NH2:1][C:2]1[N:7]=[C:6]([NH2:8])[C:5]([O:9][C:10]2[C:15]([CH:16]([CH3:18])[CH3:17])=[CH:14][C:13]([OH:19])=[C:12]([I:20])[CH:11]=2)=[CH:4][N:3]=1.[CH2:21](Br)[CH3:22]. The catalyst is CN(C=O)C. The product is [CH2:21]([O:19][C:13]1[C:12]([I:20])=[CH:11][C:10]([O:9][C:5]2[C:6]([NH2:8])=[N:7][C:2]([NH2:1])=[N:3][CH:4]=2)=[C:15]([CH:16]([CH3:18])[CH3:17])[CH:14]=1)[CH3:22]. The yield is 0.280. (5) The reactants are [Cl:1][C:2]1[CH:24]=[C:23]([Cl:25])[CH:22]=[CH:21][C:3]=1[CH2:4][O:5][C:6]1[CH:11]=[C:10]([O:12][CH:13]([CH3:15])[CH3:14])[CH:9]=[CH:8][C:7]=1[CH2:16][CH2:17][C:18]([OH:20])=O.[CH2:26]([S:31]([NH2:34])(=[O:33])=[O:32])[CH2:27][CH2:28][CH2:29][CH3:30].N12CCCN=C1CCCCC2. The catalyst is O1CCCC1. The product is [Cl:1][C:2]1[CH:24]=[C:23]([Cl:25])[CH:22]=[CH:21][C:3]=1[CH2:4][O:5][C:6]1[CH:11]=[C:10]([O:12][CH:13]([CH3:15])[CH3:14])[CH:9]=[CH:8][C:7]=1[CH2:16][CH2:17][C:18]([NH:34][S:31]([CH2:26][CH2:27][CH2:28][CH2:29][CH3:30])(=[O:33])=[O:32])=[O:20]. The yield is 0.520. (6) The reactants are [O:1]1[C:5]2[CH:6]=[CH:7][C:8]([OH:10])=[CH:9][C:4]=2[O:3][CH2:2]1.C([Mg]Cl)(C)C.[Br:16][C:17]1[CH:25]=[CH:24][CH:23]=[C:22]2[C:18]=1[C:19](=[O:32])[C:20](=[O:31])[N:21]2[CH2:26][CH2:27][CH2:28][CH2:29][CH3:30]. The catalyst is O1CCCC1.ClCCl. The product is [Br:16][C:17]1[CH:25]=[CH:24][CH:23]=[C:22]2[C:18]=1[C:19]([OH:32])([C:7]1[C:8]([OH:10])=[CH:9][C:4]3[O:3][CH2:2][O:1][C:5]=3[CH:6]=1)[C:20](=[O:31])[N:21]2[CH2:26][CH2:27][CH2:28][CH2:29][CH3:30]. The yield is 0.970. (7) The reactants are [C:1]([O:5][C:6]([NH:8][CH:9]([C:29]([CH3:32])([CH3:31])[CH3:30])[C:10]([N:12]1[CH2:16][CH:15]([OH:17])[CH2:14][CH:13]1[C:18]([NH:20][C:21]1([C:26]([OH:28])=[O:27])[CH2:23][CH:22]1[CH2:24][CH3:25])=[O:19])=[O:11])=[O:7])([CH3:4])([CH3:3])[CH3:2].CC(C)([O-])C.[K+].Cl[C:40]1[C:49]2[C:44](=[CH:45][CH:46]=[CH:47][CH:48]=2)[CH:43]=[C:42]([O:50][CH2:51][CH3:52])[N:41]=1.Cl. The catalyst is CS(C)=O. The product is [C:1]([O:5][C:6]([NH:8][CH:9]([C:29]([CH3:31])([CH3:30])[CH3:32])[C:10]([N:12]1[CH2:16][CH:15]([O:17][C:40]2[C:49]3[C:44](=[CH:45][CH:46]=[CH:47][CH:48]=3)[CH:43]=[C:42]([O:50][CH2:51][CH3:52])[N:41]=2)[CH2:14][CH:13]1[C:18]([NH:20][C:21]1([C:26]([OH:28])=[O:27])[CH2:23][CH:22]1[CH2:24][CH3:25])=[O:19])=[O:11])=[O:7])([CH3:4])([CH3:2])[CH3:3]. The yield is 0.420.